This data is from Full USPTO retrosynthesis dataset with 1.9M reactions from patents (1976-2016). The task is: Predict the reactants needed to synthesize the given product. (1) Given the product [Br:1][C:2]1[CH:3]=[C:4]([CH2:10][CH2:11][NH:12][CH2:16][CH:13]2[CH2:15][CH2:14]2)[CH:5]=[CH:6][C:7]=1[O:8][CH3:9], predict the reactants needed to synthesize it. The reactants are: [Br:1][C:2]1[CH:3]=[C:4]([CH2:10][CH2:11][NH2:12])[CH:5]=[CH:6][C:7]=1[O:8][CH3:9].[CH:13]1([CH:16]=O)[CH2:15][CH2:14]1. (2) Given the product [C:20]1([CH:19]([C:26]2[CH:31]=[CH:30][CH:29]=[CH:28][CH:27]=2)[CH2:18][NH:17][C:4]2[N:3]=[C:2]([S:33][CH3:32])[N:10]=[C:9]3[C:5]=2[N:6]=[CH:7][N:8]3[CH:11]2[CH2:16][CH2:15][CH2:14][CH2:13][O:12]2)[CH:25]=[CH:24][CH:23]=[CH:22][CH:21]=1, predict the reactants needed to synthesize it. The reactants are: Cl[C:2]1[N:10]=[C:9]2[C:5]([N:6]=[CH:7][N:8]2[CH:11]2[CH2:16][CH2:15][CH2:14][CH2:13][O:12]2)=[C:4]([NH:17][CH2:18][CH:19]([C:26]2[CH:31]=[CH:30][CH:29]=[CH:28][CH:27]=2)[C:20]2[CH:25]=[CH:24][CH:23]=[CH:22][CH:21]=2)[N:3]=1.[CH3:32][S-:33].[Na+]. (3) Given the product [C:3]([O:7][C:8]([N:10]([CH2:37][C:38]1[CH:47]=[CH:46][C:41]2[O:42][CH2:43][CH2:44][O:45][C:40]=2[CH:39]=1)[CH:11]1[CH2:12][CH2:13][N:14]([CH2:17][CH2:18][N:19]2[C:28]3[C:23](=[C:24]([O:29][CH2:30][C:31]([OH:33])=[O:32])[CH:25]=[CH:26][CH:27]=3)[CH:22]=[CH:21][C:20]2=[O:36])[CH2:15][CH2:16]1)=[O:9])([CH3:6])([CH3:4])[CH3:5], predict the reactants needed to synthesize it. The reactants are: CO.[C:3]([O:7][C:8]([N:10]([CH2:37][C:38]1[CH:47]=[CH:46][C:41]2[O:42][CH2:43][CH2:44][O:45][C:40]=2[CH:39]=1)[CH:11]1[CH2:16][CH2:15][N:14]([CH2:17][CH2:18][N:19]2[C:28]3[C:23](=[C:24]([O:29][CH2:30][C:31]([O:33]CC)=[O:32])[CH:25]=[CH:26][CH:27]=3)[CH:22]=[CH:21][C:20]2=[O:36])[CH2:13][CH2:12]1)=[O:9])([CH3:6])([CH3:5])[CH3:4].[OH-].[Na+].Cl. (4) Given the product [C:4]([O:3][C:1]([N:8]1[CH2:15][C@H:14]([O:16][C:24]2[CH:29]=[C:28]([C:30]3[CH:35]=[CH:34][CH:33]=[CH:32][N:31]=3)[N:27]=[C:26]3[CH:36]=[CH:37][S:38][C:25]=23)[CH2:13][C@H:9]1[C:10]([OH:12])=[O:11])=[O:2])([CH3:7])([CH3:6])[CH3:5], predict the reactants needed to synthesize it. The reactants are: [C:1]([N:8]1[CH2:15][CH:14]([OH:16])[CH2:13][C@H:9]1[C:10]([OH:12])=[O:11])([O:3][C:4]([CH3:7])([CH3:6])[CH3:5])=[O:2].CC([O-])(C)C.[K+].Cl[C:24]1[CH:29]=[C:28]([C:30]2[CH:35]=[CH:34][CH:33]=[CH:32][N:31]=2)[N:27]=[C:26]2[CH:36]=[CH:37][S:38][C:25]=12. (5) Given the product [F:21][C:22]1[CH:27]=[CH:26][CH:25]=[CH:24][C:23]=1[CH2:28][CH2:29][C:30]1[N:42]([C:46]2[CH:47]=[CH:48][C:49]([N:52]3[C:58](=[O:59])[CH2:57][C:56](=[O:60])[NH:55][C:54]4[C:61]5[CH2:62][CH2:63][CH2:65][C:66]=5[CH:67]=[CH:68][C:53]3=4)=[CH:50][CH:51]=2)[CH:43]=[CH:44][N:45]=1, predict the reactants needed to synthesize it. The reactants are: [N+](C1C(NC2C=CC(N)=CC=2)=CC=C2C=1CCC2)([O-])=O.[F:21][C:22]1[CH:27]=[CH:26][CH:25]=[CH:24][C:23]=1[CH2:28][CH2:29][C:30](O)=O.Cl.S1C=CC(CCC2[N:42]([C:46]3[CH:51]=[CH:50][C:49]([N:52]4[C:58](=[O:59])[CH2:57][C:56](=[O:60])[NH:55][C:54]5[C:61]6[C:66]([CH:67]=[CH:68][C:53]4=5)=[CH:65]C=[CH:63][CH:62]=6)=[CH:48][CH:47]=3)[CH:43]=[CH:44][N:45]=2)=C1.S1C=CC(CCC2N(C3C=CC(NC4C(N)=C5C(=CC=4)C=CC=C5)=CC=3)C=CN=2)=C1.S1C=CC(CCC2N(C3C=CC(N4C(=O)CC(=O)NC5C6C(C=CC4=5)=CC=CC=6)=CC=3)C=CN=2)=C1. (6) Given the product [CH:85]1([CH2:91][CH:92]([N:101]2[CH2:109][C:108]3[C:103](=[CH:104][CH:105]=[CH:106][CH:107]=3)[C:102]2=[O:110])[C:93]([NH:95][C:96]2[S:97][CH:98]=[CH:99][N:100]=2)=[O:94])[CH2:86][CH2:87][CH2:88][CH2:89][CH2:90][CH2:11]1, predict the reactants needed to synthesize it. The reactants are: F[P-](F)(F)(F)(F)F.N1(O[P+](N(C)C)(N(C)C)N(C)C)C2C=CC=C[C:11]=2N=N1.C1(C[C@H](N2CC3C(=CC=CC=3S(C)(=O)=O)C2=O)C(O)=O)CCCCC1.C1(C[C@H](N2CC3C(=C(S(C)(=O)=O)C=CC=3)C2=O)C(O)=O)CCCCC1.NC1C=NC=CN=1.[CH:85]1([CH2:91][C@H:92]([N:101]2[CH2:109][C:108]3[C:103](=[CH:104][CH:105]=[CH:106][CH:107]=3)[C:102]2=[O:110])[C:93]([NH:95][C:96]2[S:97][CH:98]=[CH:99][N:100]=2)=[O:94])[CH2:90][CH2:89][CH2:88][CH2:87][CH2:86]1.